Predict the reaction yield, written as a fraction of the theoretical maximum amount of product (1.0 means a 100% yield; for example, 0.34 means a 34% yield). From a dataset of Reaction yield outcomes from USPTO patents with 853,638 reactions. The reactants are [CH3:1][C:2]1([C:5]#[C:6][C:7]2[CH:12]=[C:11]([N+:13]([O-:15])=[O:14])[CH:10]=[CH:9][C:8]=2[NH:16]C(=O)CCC)[CH2:4][CH2:3]1.CCCC[N+](CCCC)(CCCC)CCCC.[F-]. The catalyst is C1COCC1. The product is [CH3:1][C:2]1([C:5]2[NH:16][C:8]3[C:7]([CH:6]=2)=[CH:12][C:11]([N+:13]([O-:15])=[O:14])=[CH:10][CH:9]=3)[CH2:4][CH2:3]1. The yield is 0.710.